From a dataset of CYP3A4 inhibition data for predicting drug metabolism from PubChem BioAssay. Regression/Classification. Given a drug SMILES string, predict its absorption, distribution, metabolism, or excretion properties. Task type varies by dataset: regression for continuous measurements (e.g., permeability, clearance, half-life) or binary classification for categorical outcomes (e.g., BBB penetration, CYP inhibition). Dataset: cyp3a4_veith. (1) The molecule is O=C(O)CSc1ccccc1C(=O)O. The result is 0 (non-inhibitor). (2) The molecule is Cc1ccc(NC(=O)N/C=C/c2ccc(Cl)cc2)cc1. The result is 1 (inhibitor). (3) The result is 1 (inhibitor). The drug is COc1ccc(C(=O)Nc2cc(OC)cc(OC)c2)cc1. (4) The compound is CNNCc1ccc(C(=O)NC(C)C)cc1. The result is 0 (non-inhibitor). (5) The compound is CCOC(=O)Nc1sc(C(=O)N(C)C)c(C)c1C(=O)OCC. The result is 0 (non-inhibitor).